Dataset: Reaction yield outcomes from USPTO patents with 853,638 reactions. Task: Predict the reaction yield, written as a fraction of the theoretical maximum amount of product (1.0 means a 100% yield; for example, 0.34 means a 34% yield). (1) The reactants are [CH:1]([C:3]1[S:4][CH:5]=[C:6]([CH:9]2[CH2:14][CH2:13][CH2:12][CH2:11][CH2:10]2)[C:7]=1[CH3:8])=[O:2].C(O)(=O)C.C(Cl)(Cl)Cl.[Br:23]N1C(=O)CCC1=O. The catalyst is O. The product is [Br:23][C:5]1[S:4][C:3]([CH:1]=[O:2])=[C:7]([CH3:8])[C:6]=1[CH:9]1[CH2:14][CH2:13][CH2:12][CH2:11][CH2:10]1. The yield is 0.570. (2) The product is [CH3:55][O:56][CH2:57][CH2:58][C:59]1[N:5]=[C:6]([NH:9][C:10](=[O:30])[C@@H:11]([N:16]2[CH2:20][C:19]([O:21][C:22]3[CH:27]=[CH:26][CH:25]=[CH:24][C:23]=3[Cl:28])=[CH:18][C:17]2=[O:29])[CH2:12][CH:13]([CH3:15])[CH3:14])[S:61][N:60]=1. The yield is 0.280. The catalyst is ClCCl. The reactants are OC(C)(C)CN1C=C[C:6]([NH:9][C:10](=[O:30])[C@@H:11]([N:16]2[CH2:20][C:19]([O:21][C:22]3[CH:27]=[CH:26][CH:25]=[CH:24][C:23]=3[Cl:28])=[CH:18][C:17]2=[O:29])[CH2:12][CH:13]([CH3:15])[CH3:14])=[N:5]1.Cl.CN(C)CCCN=C=NCC.ON1C2C=CC=CC=2N=N1.[CH3:55][O:56][CH2:57][CH2:58][C:59]1N=C(N)[S:61][N:60]=1. (3) The reactants are [I:1][C:2]1[CH:12]=[N:11][C:5]2[NH:6][CH2:7][C:8](=O)[NH:9][C:4]=2[CH:3]=1.CC(C[AlH]CC(C)C)C. No catalyst specified. The product is [I:1][C:2]1[CH:12]=[N:11][C:5]2[NH:6][CH2:7][CH2:8][NH:9][C:4]=2[CH:3]=1. The yield is 0.310. (4) The catalyst is Br. The reactants are C[O:2][C:3]1[CH:8]=[CH:7][N:6]2[N:9]=[CH:10][C:11](C(OC)=O)=[C:5]2[CH:4]=1.[OH-].[K+]. The product is [N:9]1[N:6]2[CH:7]=[CH:8][C:3]([OH:2])=[CH:4][C:5]2=[CH:11][CH:10]=1. The yield is 0.310. (5) The product is [CH3:1][N:2]([CH3:3])[C:4]1[CH:11]=[CH:10][CH:9]=[CH:8][C:5]=1/[CH:6]=[C:18]1/[C:16](=[O:17])[N:15]=[C:13]([N:19]2[CH2:24][CH2:23][CH2:22][CH2:21][CH2:20]2)[S:12]/1. The yield is 0.750. The reactants are [CH3:1][N:2]([C:4]1[CH:11]=[CH:10][CH:9]=[CH:8][C:5]=1[CH:6]=O)[CH3:3].[S:12]1[CH2:18][C:16](=[O:17])[NH:15][C:13]1=S.[NH:19]1[CH2:24][CH2:23][CH2:22][CH2:21][CH2:20]1. No catalyst specified. (6) The product is [CH2:28]([C:35]1[N:40]=[N:39][C:38]([N:41]2[CH2:46][CH2:45][N:44]([C:47]3[CH:52]=[N:51][C:50]([C:53]([CH3:2])=[CH2:54])=[CH:49][N:48]=3)[C@H:43]([CH3:56])[CH2:42]2)=[C:37]([CH3:57])[C:36]=1[CH3:58])[C:29]1[CH:34]=[CH:33][CH:32]=[CH:31][CH:30]=1. The catalyst is C1COCC1. The reactants are [I-].[CH3:2][P+](C1C=CC=CC=1)(C1C=CC=CC=1)C1C=CC=CC=1.CC(C)([O-])C.[K+].[CH2:28]([C:35]1[N:40]=[N:39][C:38]([N:41]2[CH2:46][CH2:45][N:44]([C:47]3[CH:52]=[N:51][C:50]([C:53](=O)[CH3:54])=[CH:49][N:48]=3)[C@H:43]([CH3:56])[CH2:42]2)=[C:37]([CH3:57])[C:36]=1[CH3:58])[C:29]1[CH:34]=[CH:33][CH:32]=[CH:31][CH:30]=1. The yield is 0.370.